From a dataset of Forward reaction prediction with 1.9M reactions from USPTO patents (1976-2016). Predict the product of the given reaction. Given the reactants Cl[C:2]1[C:11]2[C:6](=[CH:7][CH:8]=[CH:9][CH:10]=2)[N:5]=[C:4]([C:12]2[CH:17]=[CH:16][CH:15]=[CH:14][C:13]=2[OH:18])[N:3]=1.[NH:19]1[CH2:24][CH2:23][CH:22]([NH:25][C:26](=[O:32])[O:27][C:28]([CH3:31])([CH3:30])[CH3:29])[CH2:21][CH2:20]1.C(N(CC)CC)C, predict the reaction product. The product is: [OH:18][C:13]1[CH:14]=[CH:15][CH:16]=[CH:17][C:12]=1[C:4]1[N:3]=[C:2]([N:19]2[CH2:20][CH2:21][CH:22]([NH:25][C:26](=[O:32])[O:27][C:28]([CH3:30])([CH3:29])[CH3:31])[CH2:23][CH2:24]2)[C:11]2[C:6](=[CH:7][CH:8]=[CH:9][CH:10]=2)[N:5]=1.